From a dataset of Forward reaction prediction with 1.9M reactions from USPTO patents (1976-2016). Predict the product of the given reaction. (1) Given the reactants [Cl:1][C:2]1[CH:3]=[C:4]([C:28](O)=[O:29])[CH:5]=[N:6][C:7]=1[CH2:8][NH:9][C:10]([NH:12][CH:13]1[C:19]2[CH:20]=[CH:21][CH:22]=[CH:23][C:18]=2[CH2:17][CH2:16][C:15]2[CH:24]=[CH:25][CH:26]=[CH:27][C:14]1=2)=[O:11].CN(C(ON1N=NC2C=CC=NC1=2)=[N+](C)C)C.F[P-](F)(F)(F)(F)F.CCN(C(C)C)C(C)C.Cl.[CH2:65]([O:67][C:68](=[O:72])[CH2:69][NH:70][CH3:71])[CH3:66], predict the reaction product. The product is: [CH2:65]([O:67][C:68](=[O:72])[CH2:69][N:70]([C:28]([C:4]1[CH:5]=[N:6][C:7]([CH2:8][NH:9][C:10]([NH:12][CH:13]2[C:14]3[CH:27]=[CH:26][CH:25]=[CH:24][C:15]=3[CH2:16][CH2:17][C:18]3[CH:23]=[CH:22][CH:21]=[CH:20][C:19]2=3)=[O:11])=[C:2]([Cl:1])[CH:3]=1)=[O:29])[CH3:71])[CH3:66]. (2) The product is: [F:19][C:18]([F:21])([F:20])[C:15]1[CH:16]=[CH:17][C:12]([O:11][C:8]2[CH:9]=[CH:10][C:5]([O:4][C:2]([N:22]3[CH2:27][CH2:26][CH:25]([CH2:28][C:29]4[CH:34]=[CH:33][CH:32]=[CH:31][N:30]=4)[CH2:24][CH2:23]3)=[O:3])=[CH:6][CH:7]=2)=[N:13][CH:14]=1. Given the reactants Cl[C:2]([O:4][C:5]1[CH:10]=[CH:9][C:8]([O:11][C:12]2[CH:17]=[CH:16][C:15]([C:18]([F:21])([F:20])[F:19])=[CH:14][N:13]=2)=[CH:7][CH:6]=1)=[O:3].[NH:22]1[CH2:27][CH2:26][CH:25]([CH2:28][C:29]2[CH:34]=[CH:33][CH:32]=[CH:31][N:30]=2)[CH2:24][CH2:23]1, predict the reaction product. (3) Given the reactants [Br:1][C:2]1[CH:7]=[N:6][CH:5]=[C:4]([CH2:8]Br)[N:3]=1.[CH3:10][N:11]1[CH:15]=[C:14]([C:16]2[CH:21]=[CH:20][CH:19]=[CH:18][CH:17]=2)[N:13]=[C:12]1[CH:22]=O, predict the reaction product. The product is: [Br:1][C:2]1[CH:7]=[N:6][CH:5]=[C:4](/[CH:8]=[CH:22]/[C:12]2[N:11]([CH3:10])[CH:15]=[C:14]([C:16]3[CH:17]=[CH:18][CH:19]=[CH:20][CH:21]=3)[N:13]=2)[N:3]=1.